The task is: Predict which catalyst facilitates the given reaction.. This data is from Catalyst prediction with 721,799 reactions and 888 catalyst types from USPTO. (1) Reactant: [C:1]1([CH:7]([C:9]2[N:10]=[CH:11][N:12](C(C3C=CC=CC=3)(C3C=CC=CC=3)C3C=CC=CC=3)[CH:13]=2)O)[CH:6]=[CH:5][CH:4]=[CH:3][CH:2]=1.C([SiH](CC)CC)C.FC(F)(F)C(O)=O.O. Product: [CH2:7]([C:9]1[N:10]=[CH:11][NH:12][CH:13]=1)[C:1]1[CH:2]=[CH:3][CH:4]=[CH:5][CH:6]=1. The catalyst class is: 4. (2) Reactant: [C:1]([O:5][C:6]([N:8]1[CH2:13][CH2:12][O:11][CH:10]([C:14]2[CH:19]=[CH:18][C:17]([NH2:20])=[CH:16][CH:15]=2)[CH2:9]1)=[O:7])([CH3:4])([CH3:3])[CH3:2].Cl[C:22]1[CH:27]=[CH:26][C:25]([Cl:28])=[CH:24][N:23]=1.C(=O)([O-])[O-].[Cs+].[Cs+]. Product: [C:1]([O:5][C:6]([N:8]1[CH2:13][CH2:12][O:11][CH:10]([C:14]2[CH:15]=[CH:16][C:17]([NH:20][C:22]3[CH:27]=[CH:26][C:25]([Cl:28])=[CH:24][N:23]=3)=[CH:18][CH:19]=2)[CH2:9]1)=[O:7])([CH3:4])([CH3:2])[CH3:3]. The catalyst class is: 12.